This data is from Full USPTO retrosynthesis dataset with 1.9M reactions from patents (1976-2016). The task is: Predict the reactants needed to synthesize the given product. Given the product [NH2:31][C:29]1[CH:28]=[CH:27][C:3]([O:4][C:5]2[CH:10]=[CH:9][N:8]=[C:7]([NH:11][C:12]([CH:14]3[CH2:19][CH2:18][N:17]([C:20]([O:22][C:23]([CH3:25])([CH3:26])[CH3:24])=[O:21])[CH2:16][CH2:15]3)=[O:13])[CH:6]=2)=[C:2]([F:1])[CH:30]=1, predict the reactants needed to synthesize it. The reactants are: [F:1][C:2]1[CH:30]=[C:29]([N+:31]([O-])=O)[CH:28]=[CH:27][C:3]=1[O:4][C:5]1[CH:10]=[CH:9][N:8]=[C:7]([NH:11][C:12]([CH:14]2[CH2:19][CH2:18][N:17]([C:20]([O:22][C:23]([CH3:26])([CH3:25])[CH3:24])=[O:21])[CH2:16][CH2:15]2)=[O:13])[CH:6]=1.CCCCCC.C(OCC)(=O)C.